Dataset: Forward reaction prediction with 1.9M reactions from USPTO patents (1976-2016). Task: Predict the product of the given reaction. (1) Given the reactants [Cl:1][C:2]1[CH:3]=[CH:4][C:5]([O:24][CH3:25])=[C:6]([S:8]([N:11]2[C:19]3[C:14](=[CH:15][CH:16]=[C:17]([C:20](O)=[O:21])[CH:18]=3)[CH:13]([CH3:23])[CH2:12]2)(=[O:10])=[O:9])[CH:7]=1.[NH2:26][C:27]1[CH:37]=[CH:36][C:30]([C:31]([O:33][CH2:34][CH3:35])=[O:32])=[CH:29][CH:28]=1, predict the reaction product. The product is: [CH2:34]([O:33][C:31](=[O:32])[C:30]1[CH:29]=[CH:28][C:27]([NH:26][C:20]([C:17]2[CH:18]=[C:19]3[C:14]([CH:13]([CH3:23])[CH2:12][N:11]3[S:8]([C:6]3[CH:7]=[C:2]([Cl:1])[CH:3]=[CH:4][C:5]=3[O:24][CH3:25])(=[O:9])=[O:10])=[CH:15][CH:16]=2)=[O:21])=[CH:37][CH:36]=1)[CH3:35]. (2) The product is: [I:13][C:10]1[CH:11]=[CH:12][C:7]([C:17]2([OH:20])[CH2:18][CH2:19][O:14][CH2:15][CH2:16]2)=[CH:8][CH:9]=1. Given the reactants C([Li])CCC.I[C:7]1[CH:12]=[CH:11][C:10]([I:13])=[CH:9][CH:8]=1.[O:14]1[CH2:19][CH2:18][C:17](=[O:20])[CH2:16][CH2:15]1.O, predict the reaction product.